Dataset: Catalyst prediction with 721,799 reactions and 888 catalyst types from USPTO. Task: Predict which catalyst facilitates the given reaction. (1) Product: [CH2:37]([CH:18]1[CH2:17][CH2:16][C:15]2[C:20](=[CH:21][CH:22]=[C:13]([O:12][CH3:11])[CH:14]=2)[C:19]1=[O:23])[CH:36]=[CH2:35]. The catalyst class is: 1. Reactant: [Li+].C[Si]([N-][Si](C)(C)C)(C)C.[CH3:11][O:12][C:13]1[CH:14]=[C:15]2[C:20](=[CH:21][CH:22]=1)[C:19](=[O:23])[CH2:18][CH2:17][CH2:16]2.CN(P(N(C)C)(N(C)C)=O)C.[CH2:35](Br)[CH:36]=[CH2:37]. (2) Reactant: [F:1][C:2]1[C:22]([O:23][CH3:24])=[CH:21][C:5]2[N:6]([CH2:11][C@H:12]3[CH2:17][CH2:16][C@H:15]([C:18](O)=[O:19])[CH2:14][CH2:13]3)[C:7](=[O:10])[N:8]([CH3:9])[C:4]=2[CH:3]=1.CN(C(ON1N=NC2C=CC=NC1=2)=[N+](C)C)C.F[P-](F)(F)(F)(F)F.[N:49]1[CH:54]=[CH:53][C:52]([NH2:55])=[CH:51][CH:50]=1. Product: [N:49]1[CH:54]=[CH:53][C:52]([NH:55][C:18]([C@H:15]2[CH2:16][CH2:17][C@H:12]([CH2:11][N:6]3[C:5]4[CH:21]=[C:22]([O:23][CH3:24])[C:2]([F:1])=[CH:3][C:4]=4[N:8]([CH3:9])[C:7]3=[O:10])[CH2:13][CH2:14]2)=[O:19])=[CH:51][CH:50]=1. The catalyst class is: 3.